Predict which catalyst facilitates the given reaction. From a dataset of Catalyst prediction with 721,799 reactions and 888 catalyst types from USPTO. (1) Reactant: C([O:8][N:9]1[C:18](=[O:19])[C:17]2[C:12](=[CH:13][C:14]([N:21]3[CH2:25][CH2:24][CH2:23][CH2:22]3)=[C:15]([F:20])[CH:16]=2)[N:11]([C:26]2[CH:31]=[CH:30][C:29]([F:32])=[CH:28][C:27]=2[F:33])[C:10]1=[O:34])C1C=CC=CC=1.[H][H]. Product: [F:33][C:27]1[CH:28]=[C:29]([F:32])[CH:30]=[CH:31][C:26]=1[N:11]1[C:12]2[C:17](=[CH:16][C:15]([F:20])=[C:14]([N:21]3[CH2:22][CH2:23][CH2:24][CH2:25]3)[CH:13]=2)[C:18](=[O:19])[N:9]([OH:8])[C:10]1=[O:34]. The catalyst class is: 123. (2) Reactant: [C:1]([O-])([O-])=O.[K+].[K+].CI.[F:9][C:10]1[CH:11]=[C:12]([CH:16]=[C:17]([F:21])[C:18]=1[CH:19]=[O:20])[C:13]([OH:15])=[O:14].O. Product: [F:9][C:10]1[CH:11]=[C:12]([CH:16]=[C:17]([F:21])[C:18]=1[CH:19]=[O:20])[C:13]([O:15][CH3:1])=[O:14]. The catalyst class is: 3. (3) Reactant: Cl[C:2]1[C:7]([C:8]#[N:9])=[CH:6][N:5]=[C:4]2[S:10][C:11](/[CH:13]=[CH:14]/[C:15]([O:17][CH2:18][CH3:19])=[O:16])=[CH:12][C:3]=12.[NH2:20][C:21]1[CH:22]=[C:23]2[C:27](=[CH:28][CH:29]=1)[NH:26][CH:25]=[CH:24]2. The catalyst class is: 14. Product: [C:8]([C:7]1[C:2]([NH:20][C:21]2[CH:22]=[C:23]3[C:27](=[CH:28][CH:29]=2)[NH:26][CH:25]=[CH:24]3)=[C:3]2[CH:12]=[C:11](/[CH:13]=[CH:14]/[C:15]([O:17][CH2:18][CH3:19])=[O:16])[S:10][C:4]2=[N:5][CH:6]=1)#[N:9]. (4) Reactant: [F:1][C:2]([F:18])([F:17])[C:3]1[CH:8]=[CH:7][C:6]([C:9]2[CH:16]=[CH:15][CH:14]=[CH:13][C:10]=2[CH:11]=[O:12])=[CH:5][CH:4]=1.C([OH:23])(C)(C)C.S(=O)(=O)(O)N.Cl([O-])=O.[Na+]. Product: [F:1][C:2]([F:17])([F:18])[C:3]1[CH:4]=[CH:5][C:6]([C:9]2[CH:16]=[CH:15][CH:14]=[CH:13][C:10]=2[C:11]([OH:23])=[O:12])=[CH:7][CH:8]=1. The catalyst class is: 226. (5) Reactant: [CH2:1]1[NH:6][CH2:5][CH2:4][N:3]2[CH2:7][CH2:8][CH2:9][CH2:10][CH:2]12.[C:11](#[N:14])[CH:12]=C. Product: [CH2:1]1[N:6]([CH2:12][C:11]#[N:14])[CH2:5][CH2:4][N:3]2[CH2:7][CH2:8][CH2:9][CH2:10][CH:2]12. The catalyst class is: 10. (6) Reactant: [P:1]([OH:32])([OH:31])([O:3][CH2:4][C@@H:5]1[O:9][C:8](=[O:10])[N:7]([C:11]2[CH:16]=[CH:15][C:14]([C:17]3[CH:18]=[N:19][C:20]([NH:23][C:24]4[N:28]([CH3:29])[N:27]=[N:26][N:25]=4)=[CH:21][CH:22]=3)=[C:13]([F:30])[CH:12]=2)[CH2:6]1)=[O:2].C[O-].[Na+:35]. Product: [Na+:35].[Na+:35].[P:1]([O-:31])([O-:32])([O:3][CH2:4][C@@H:5]1[O:9][C:8](=[O:10])[N:7]([C:11]2[CH:16]=[CH:15][C:14]([C:17]3[CH:18]=[N:19][C:20]([NH:23][C:24]4[N:28]([CH3:29])[N:27]=[N:26][N:25]=4)=[CH:21][CH:22]=3)=[C:13]([F:30])[CH:12]=2)[CH2:6]1)=[O:2]. The catalyst class is: 5. (7) Reactant: C(O)(C(F)(F)F)=O.[CH3:8][O:9][C:10]1[CH:11]=[C:12]([NH:27][C:28]2[N:33]=[C:32]([O:34][C:35]3[C:44]4[C:39](=[CH:40][CH:41]=[CH:42][CH:43]=4)[C:38]([NH:45]C(=O)OC(C)(C)C)=[CH:37][CH:36]=3)[CH:31]=[CH:30][N:29]=2)[CH:13]=[C:14]([O:16][CH2:17][CH2:18][O:19][CH2:20][CH2:21][O:22][CH2:23][CH2:24][O:25][CH3:26])[CH:15]=1.O.C(=O)([O-])[O-].[K+].[K+]. Product: [NH2:45][C:38]1[C:39]2[C:44](=[CH:43][CH:42]=[CH:41][CH:40]=2)[C:35]([O:34][C:32]2[CH:31]=[CH:30][N:29]=[C:28]([NH:27][C:12]3[CH:13]=[C:14]([O:16][CH2:17][CH2:18][O:19][CH2:20][CH2:21][O:22][CH2:23][CH2:24][O:25][CH3:26])[CH:15]=[C:10]([O:9][CH3:8])[CH:11]=3)[N:33]=2)=[CH:36][CH:37]=1. The catalyst class is: 2. (8) Reactant: [Cl:1][C:2]1[CH:7]=[CH:6][CH:5]=[CH:4][C:3]=1[C:8]1[C:16]2[C:11](=[CH:12][CH:13]=[CH:14][CH:15]=2)[NH:10][C:9]=1[C:17]([NH:19][NH2:20])=[O:18].[NH:21]1[CH:25]=[C:24]([CH:26]=O)[N:23]=[CH:22]1. Product: [Cl:1][C:2]1[CH:7]=[CH:6][CH:5]=[CH:4][C:3]=1[C:8]1[C:16]2[C:11](=[CH:12][CH:13]=[CH:14][CH:15]=2)[NH:10][C:9]=1[C:17]([NH:19][N:20]=[CH:26][C:24]1[N:23]=[CH:22][NH:21][CH:25]=1)=[O:18]. The catalyst class is: 8. (9) The catalyst class is: 1. Product: [CH2:11]([N:18]1[C:26]2[C:21](=[CH:22][CH:23]=[CH:24][CH:25]=2)[C:20]2([O:27][CH:1]3[C:10]4[C:5]([CH:4]=[CH:3][N:2]3[C:36]3[CH:37]=[CH:38][CH:39]=[CH:40][C:35]2=3)=[CH:6][CH:7]=[CH:8][CH:9]=4)[C:19]1=[O:28])[C:12]1[CH:13]=[CH:14][CH:15]=[CH:16][CH:17]=1. Reactant: [CH:1]1[C:10]2[C:5](=[CH:6][CH:7]=[CH:8][CH:9]=2)[CH:4]=[CH:3][N:2]=1.[CH2:11]([N:18]1[C:26]2[C:21](=[CH:22][CH:23]=[CH:24][CH:25]=2)[C:20](=[O:27])[C:19]1=[O:28])[C:12]1[CH:17]=[CH:16][CH:15]=[CH:14][CH:13]=1.FC(F)(F)S(O[C:35]1[CH:40]=[CH:39][CH:38]=[CH:37][C:36]=1[Si](C)(C)C)(=O)=O.[F-].[K+].O1CCOCCOCCOCCOCCOCC1. (10) Reactant: [Cl:1][C:2]1[CH:3]=[C:4]2[C:9](=[CH:10][C:11]=1[N:12]1[CH2:17][C:16]3[C:18]([CH:24]4[CH2:26][CH2:25]4)=[N:19][C:20]([C:22]#[N:23])=[CH:21][C:15]=3[NH:14][C:13]1=[O:27])[O:8][CH:7]([C:28]1[C:33]([F:34])=[CH:32][CH:31]=[CH:30][N:29]=1)[CH2:6][CH2:5]2.[NH2:35]O.[C:37](=[O:40])([O-])[O-].[Na+].[Na+].O. Product: [Cl:1][C:2]1[CH:3]=[C:4]2[C:9](=[CH:10][C:11]=1[N:12]1[CH2:17][C:16]3[C:18]([CH:24]4[CH2:25][CH2:26]4)=[N:19][C:20]([C:22]4[N:35]=[CH:37][O:40][N:23]=4)=[CH:21][C:15]=3[NH:14][C:13]1=[O:27])[O:8][CH:7]([C:28]1[C:33]([F:34])=[CH:32][CH:31]=[CH:30][N:29]=1)[CH2:6][CH2:5]2. The catalyst class is: 16.